This data is from NCI-60 drug combinations with 297,098 pairs across 59 cell lines. The task is: Regression. Given two drug SMILES strings and cell line genomic features, predict the synergy score measuring deviation from expected non-interaction effect. (1) Cell line: SNB-19. Drug 1: CC1=C(C=C(C=C1)NC(=O)C2=CC=C(C=C2)CN3CCN(CC3)C)NC4=NC=CC(=N4)C5=CN=CC=C5. Drug 2: COC1=NC(=NC2=C1N=CN2C3C(C(C(O3)CO)O)O)N. Synergy scores: CSS=-6.29, Synergy_ZIP=-0.269, Synergy_Bliss=-3.95, Synergy_Loewe=-6.79, Synergy_HSA=-7.94. (2) Drug 1: CC(CN1CC(=O)NC(=O)C1)N2CC(=O)NC(=O)C2. Drug 2: C1CNP(=O)(OC1)N(CCCl)CCCl. Cell line: UO-31. Synergy scores: CSS=11.2, Synergy_ZIP=-2.34, Synergy_Bliss=-0.0111, Synergy_Loewe=-5.41, Synergy_HSA=-1.21. (3) Drug 1: C1=CC(=CC=C1C#N)C(C2=CC=C(C=C2)C#N)N3C=NC=N3. Drug 2: C(CCl)NC(=O)N(CCCl)N=O. Cell line: SN12C. Synergy scores: CSS=5.57, Synergy_ZIP=-4.73, Synergy_Bliss=-7.07, Synergy_Loewe=-4.18, Synergy_HSA=-4.82. (4) Drug 1: C1CC(=O)NC(=O)C1N2C(=O)C3=CC=CC=C3C2=O. Drug 2: C1CCC(C(C1)N)N.C(=O)(C(=O)[O-])[O-].[Pt+4]. Cell line: SK-MEL-2. Synergy scores: CSS=14.6, Synergy_ZIP=0.325, Synergy_Bliss=-1.09, Synergy_Loewe=-2.22, Synergy_HSA=-1.02. (5) Drug 1: CC(C1=C(C=CC(=C1Cl)F)Cl)OC2=C(N=CC(=C2)C3=CN(N=C3)C4CCNCC4)N. Drug 2: C1=CC(=CC=C1CCCC(=O)O)N(CCCl)CCCl. Cell line: HOP-62. Synergy scores: CSS=46.3, Synergy_ZIP=3.38, Synergy_Bliss=-0.0323, Synergy_Loewe=-1.60, Synergy_HSA=-1.38. (6) Drug 1: CN1C(=O)N2C=NC(=C2N=N1)C(=O)N. Drug 2: CC12CCC3C(C1CCC2O)C(CC4=C3C=CC(=C4)O)CCCCCCCCCS(=O)CCCC(C(F)(F)F)(F)F. Cell line: CAKI-1. Synergy scores: CSS=-0.103, Synergy_ZIP=-1.68, Synergy_Bliss=-2.03, Synergy_Loewe=-1.81, Synergy_HSA=-2.46. (7) Drug 1: CN(CCCl)CCCl.Cl. Drug 2: C1CN(P(=O)(OC1)NCCCl)CCCl. Cell line: RPMI-8226. Synergy scores: CSS=17.2, Synergy_ZIP=-7.90, Synergy_Bliss=-5.51, Synergy_Loewe=-25.1, Synergy_HSA=-5.79.